Dataset: Forward reaction prediction with 1.9M reactions from USPTO patents (1976-2016). Task: Predict the product of the given reaction. Given the reactants [C:1]([N:4]1[C:13]2[C:8](=[CH:9][C:10]([C:14]3[N:15]=[N:16][N:17]([CH2:19][CH2:20][CH2:21][NH:22]C(OC(C)(C)C)=O)[CH:18]=3)=[CH:11][CH:12]=2)[C@H:7]([NH:30][C:31](=[O:36])[O:32][CH:33]([CH3:35])[CH3:34])[CH2:6][C@@H:5]1[CH3:37])(=[O:3])[CH3:2].[ClH:38], predict the reaction product. The product is: [ClH:38].[C:1]([N:4]1[C:13]2[C:8](=[CH:9][C:10]([C:14]3[N:15]=[N:16][N:17]([CH2:19][CH2:20][CH2:21][NH2:22])[CH:18]=3)=[CH:11][CH:12]=2)[C@H:7]([NH:30][C:31](=[O:36])[O:32][CH:33]([CH3:34])[CH3:35])[CH2:6][C@@H:5]1[CH3:37])(=[O:3])[CH3:2].